Predict the product of the given reaction. From a dataset of Forward reaction prediction with 1.9M reactions from USPTO patents (1976-2016). (1) Given the reactants [C:1]1([CH:7]([C:24]2[CH:29]=[CH:28][CH:27]=[CH:26][CH:25]=2)[C:8]2[CH:9]=[CH:10][C:11](=[O:23])[N:12]([CH2:14][CH2:15][O:16]C3CCCCO3)[CH:13]=2)[CH:6]=[CH:5][CH:4]=[CH:3][CH:2]=1.C1C=CC(N=NC2C=CC(N)=NC=2N)=CC=1.Cl.CC1C=CC(S(O)(=O)=O)=CC=1.O, predict the reaction product. The product is: [C:24]1([CH:7]([C:1]2[CH:2]=[CH:3][CH:4]=[CH:5][CH:6]=2)[C:8]2[CH:9]=[CH:10][C:11](=[O:23])[N:12]([CH2:14][CH2:15][OH:16])[CH:13]=2)[CH:25]=[CH:26][CH:27]=[CH:28][CH:29]=1. (2) Given the reactants [Br:1][C:2]1[C:3](Cl)=[CH:4][C:5](=[O:9])[N:6]([CH3:8])[CH:7]=1.[CH:11]1([CH2:14][NH2:15])[CH2:13][CH2:12]1, predict the reaction product. The product is: [Br:1][C:2]1[C:3]([NH:15][CH2:14][CH:11]2[CH2:13][CH2:12]2)=[CH:4][C:5](=[O:9])[N:6]([CH3:8])[CH:7]=1.